From a dataset of Reaction yield outcomes from USPTO patents with 853,638 reactions. Predict the reaction yield, written as a fraction of the theoretical maximum amount of product (1.0 means a 100% yield; for example, 0.34 means a 34% yield). (1) The reactants are CC(C)([O-])C.[K+].[NH2:7][C:8]1[CH:13]=[CH:12][C:11]([OH:14])=[C:10]([CH3:15])[C:9]=1[F:16].[Cl:17][C:18]1[CH:23]=[C:22](Cl)[CH:21]=[CH:20][N:19]=1. The catalyst is CC(N(C)C)=O. The product is [Cl:17][C:18]1[CH:23]=[C:22]([O:14][C:11]2[CH:12]=[CH:13][C:8]([NH2:7])=[C:9]([F:16])[C:10]=2[CH3:15])[CH:21]=[CH:20][N:19]=1. The yield is 0.420. (2) The reactants are [NH2:1][C:2]1[CH:7]=[CH:6][C:5]([C:8]2[C:9]([NH2:24])=[N:10][C:11]([NH2:23])=[N:12][C:13]=2[CH2:14][O:15][CH2:16][C:17]2[CH:22]=[CH:21][CH:20]=[CH:19][CH:18]=2)=[CH:4][CH:3]=1.[Br:25]Br. The catalyst is CO.C(O)(=O)C. The product is [NH2:1][C:2]1[CH:7]=[CH:6][C:5]([C:8]2[C:9]([NH2:24])=[N:10][C:11]([NH2:23])=[N:12][C:13]=2[CH2:14][O:15][CH2:16][C:17]2[CH:22]=[CH:21][CH:20]=[CH:19][CH:18]=2)=[CH:4][C:3]=1[Br:25]. The yield is 0.360. (3) The reactants are [Br:1]Br.C([O-])([O-])=O.[K+].[K+].[CH3:9][O:10][C:11]1[CH:17]=[C:16]([O:18][CH3:19])[CH:15]=[CH:14][C:12]=1[NH2:13].O. The catalyst is C(Cl)(Cl)Cl. The product is [Br:1][C:15]1[C:16]([O:18][CH3:19])=[CH:17][C:11]([O:10][CH3:9])=[C:12]([CH:14]=1)[NH2:13]. The yield is 0.230.